This data is from Forward reaction prediction with 1.9M reactions from USPTO patents (1976-2016). The task is: Predict the product of the given reaction. (1) Given the reactants [Br:1][C:2]1[C:3]([CH:17]2[CH2:19][CH2:18]2)=[N:4][C:5]([N:10]2[CH2:15][CH2:14][NH:13][C@H:12]([CH3:16])[CH2:11]2)=[C:6]([CH:9]=1)[C:7]#[N:8].[CH:20]1([C:23](Cl)=[O:24])[CH2:22][CH2:21]1.CCN(C(C)C)C(C)C.C([O-])(O)=O.[Na+], predict the reaction product. The product is: [Br:1][C:2]1[C:3]([CH:17]2[CH2:19][CH2:18]2)=[N:4][C:5]([N:10]2[CH2:15][CH2:14][N:13]([C:23]([CH:20]3[CH2:22][CH2:21]3)=[O:24])[C@H:12]([CH3:16])[CH2:11]2)=[C:6]([CH:9]=1)[C:7]#[N:8]. (2) Given the reactants [NH2:1][C:2]1[CH:7]=[C:6]([C:8]([O:10][CH3:11])=[O:9])[CH:5]=[CH:4][N:3]=1.C(=O)([O-])O.[Na+].Br[CH:18]([C:21](=O)[CH2:22][CH2:23][CH3:24])[CH2:19][CH3:20], predict the reaction product. The product is: [CH2:19]([C:18]1[N:3]2[CH:4]=[CH:5][C:6]([C:8]([O:10][CH3:11])=[O:9])=[CH:7][C:2]2=[N:1][C:21]=1[CH2:22][CH2:23][CH3:24])[CH3:20]. (3) The product is: [CH2:10]([C:5]1[CH:6]=[CH:7][CH:8]=[CH:9][C:4]=1[CH2:14][CH2:13][OH:12])[CH3:11]. Given the reactants N#N.Br[C:4]1[CH:9]=[CH:8][CH:7]=[CH:6][C:5]=1[CH2:10][CH3:11].[O:12]1[CH2:14][CH2:13]1, predict the reaction product.